This data is from Full USPTO retrosynthesis dataset with 1.9M reactions from patents (1976-2016). The task is: Predict the reactants needed to synthesize the given product. (1) Given the product [CH2:20]([N:19]([CH2:12][C:13]1[CH:18]=[CH:17][CH:16]=[CH:15][CH:14]=1)[C:2]1[C:7]([N+:8]([O-:10])=[O:9])=[C:6]([Cl:11])[N:5]=[CH:4][N:3]=1)[C:21]1[CH:26]=[CH:25][CH:24]=[CH:23][CH:22]=1, predict the reactants needed to synthesize it. The reactants are: Cl[C:2]1[C:7]([N+:8]([O-:10])=[O:9])=[C:6]([Cl:11])[N:5]=[CH:4][N:3]=1.[CH2:12]([NH:19][CH2:20][C:21]1[CH:26]=[CH:25][CH:24]=[CH:23][CH:22]=1)[C:13]1[CH:18]=[CH:17][CH:16]=[CH:15][CH:14]=1. (2) Given the product [F:1][CH2:2][CH2:11][CH2:10][CH2:9][CH:21]([N:8]1[C:9]2[C:4](=[CH:3][C:2]([F:1])=[C:11]([F:12])[CH:10]=2)[C:5](=[O:15])[C:6]([C:13]#[N:14])=[CH:7]1)[C:20]1[CH:23]=[CH:24][CH:17]=[CH:18][CH:19]=1, predict the reactants needed to synthesize it. The reactants are: [F:1][C:2]1[CH:3]=[C:4]2[C:9](=[CH:10][C:11]=1[F:12])[NH:8][CH:7]=[C:6]([C:13]#[N:14])[C:5]2=[O:15].F[C:17]1[CH:24]=[CH:23][C:20]([CH2:21]Cl)=[CH:19][CH:18]=1. (3) Given the product [Cl:22][C:16]1[CH:17]=[C:18]([Cl:21])[CH:19]=[CH:20][C:15]=1[CH2:14][CH2:13][O:12][C:6]1[CH:5]=[C:4]([CH:9]=[CH:8][C:7]=1[O:10][CH3:11])[C:3]([OH:23])=[O:2], predict the reactants needed to synthesize it. The reactants are: C[O:2][C:3](=[O:23])[C:4]1[CH:9]=[CH:8][C:7]([O:10][CH3:11])=[C:6]([O:12][CH2:13][CH2:14][C:15]2[CH:20]=[CH:19][C:18]([Cl:21])=[CH:17][C:16]=2[Cl:22])[CH:5]=1.O.O.[OH-].[Li+].Cl.